This data is from Full USPTO retrosynthesis dataset with 1.9M reactions from patents (1976-2016). The task is: Predict the reactants needed to synthesize the given product. The reactants are: [Br:1][CH2:2][CH2:3][CH2:4][CH2:5]CCCCO.[O:11]1[CH:16]=[CH:15][CH2:14][CH2:13][CH2:12]1.C([O:19][CH2:20][CH3:21])C. Given the product [Br:1][CH2:2][CH2:3][CH2:4][CH2:5][CH2:21][CH2:20][O:19][CH:16]1[CH2:15][CH2:14][CH2:13][CH2:12][O:11]1, predict the reactants needed to synthesize it.